Dataset: Forward reaction prediction with 1.9M reactions from USPTO patents (1976-2016). Task: Predict the product of the given reaction. (1) Given the reactants [Cl:1][C:2]1[CH:3]=[C:4]([N:8]2[C:12]([C:13]3[CH:18]=[CH:17][CH:16]=[C:15]([O:19][CH2:20][CH2:21][CH2:22][OH:23])[CH:14]=3)=[CH:11][C:10]([C:24]([OH:26])=O)=[N:9]2)[CH:5]=[CH:6][CH:7]=1.ClC1C=C(N2C(C3C=CC=C(OCCO)C=3)=CC(C([N:51]3[CH2:55][C:54](=[O:56])[NH:53][CH2:52]3)=O)=N2)C=CC=1, predict the reaction product. The product is: [Cl:1][C:2]1[CH:3]=[C:4]([N:8]2[C:12]([C:13]3[CH:18]=[CH:17][CH:16]=[C:15]([O:19][CH2:20][CH2:21][CH2:22][OH:23])[CH:14]=3)=[CH:11][C:10]([C:24]([N:51]3[CH2:55][C:54](=[O:56])[NH:53][CH2:52]3)=[O:26])=[N:9]2)[CH:5]=[CH:6][CH:7]=1. (2) Given the reactants [CH:1]1[CH:2]=[CH:3][N:4]2[CH2:10][C:9]3[CH:11]=[CH:12][CH:13]=[CH:14][C:8]=3[N:7]([C:15]([C:17]3[CH:22]=[CH:21][C:20]([C:23]4[CH2:28][CH2:27][CH2:26][CH2:25][CH:24]=4)=[CH:19][CH:18]=3)=[O:16])[CH2:6][C:5]=12.FC(F)(F)S(O[C:35]1[C:44]2C(=CC=CC=2)C[CH2:37][CH:36]=1)(=O)=O, predict the reaction product. The product is: [CH:1]1[CH:2]=[CH:3][N:4]2[CH2:10][C:9]3[CH:11]=[CH:12][CH:13]=[CH:14][C:8]=3[N:7]([C:15]([C:17]3[CH:18]=[CH:19][C:20]([C:23]4[C:28]5[C:27](=[CH:44][CH:35]=[CH:36][CH:37]=5)[CH2:26][CH2:25][CH:24]=4)=[CH:21][CH:22]=3)=[O:16])[CH2:6][C:5]=12. (3) Given the reactants [CH3:1][C:2]1([CH3:23])[C:19](=[O:20])[CH2:18][CH2:17][C@@:16]2([CH3:21])[C:3]1=[CH:4][CH2:5][C@@H:6]1[C@@H:15]2[CH2:14][CH2:13][C@@:11]2([CH3:12])[C@H:7]1[CH2:8][CH2:9][C@@H:10]2[OH:22].N1C=CN=C1.[Si:29](Cl)([C:32]([CH3:35])([CH3:34])[CH3:33])([CH3:31])[CH3:30].O, predict the reaction product. The product is: [CH3:1][C:2]1([CH3:23])[C:19](=[O:20])[CH2:18][CH2:17][C@@:16]2([CH3:21])[C:3]1=[CH:4][CH2:5][C@@H:6]1[C@@H:15]2[CH2:14][CH2:13][C@@:11]2([CH3:12])[C@H:7]1[CH2:8][CH2:9][C@@H:10]2[O:22][Si:29]([C:32]([CH3:35])([CH3:34])[CH3:33])([CH3:31])[CH3:30]. (4) Given the reactants [CH3:1][C:2]([CH3:30])([S:26]([NH2:29])(=[O:28])=[O:27])[CH2:3][CH2:4][CH2:5][CH2:6][N:7]1[C:19]2[C:18]3[CH:17]=[CH:16][C:15](Br)=[CH:14][C:13]=3[N:12]=[C:11]([NH2:21])[C:10]=2[N:9]=[C:8]1[CH2:22][O:23][CH2:24][CH3:25].[N:31]1[CH:36]=[CH:35][CH:34]=[C:33](B(O)O)[CH:32]=1, predict the reaction product. The product is: [CH3:1][C:2]([CH3:30])([S:26]([NH2:29])(=[O:28])=[O:27])[CH2:3][CH2:4][CH2:5][CH2:6][N:7]1[C:19]2[C:18]3[CH:17]=[CH:16][C:15]([C:33]4[CH:32]=[N:31][CH:36]=[CH:35][CH:34]=4)=[CH:14][C:13]=3[N:12]=[C:11]([NH2:21])[C:10]=2[N:9]=[C:8]1[CH2:22][O:23][CH2:24][CH3:25]. (5) Given the reactants C(O[C:4](=O)[C:5]([O:7]CC)=[O:6])C.[O-]CC.[K+].[N+:15]([C:18]1[CH:23]=[CH:22][CH:21]=[C:20]([CH3:24])[C:19]=1C)([O-:17])=[O:16], predict the reaction product. The product is: [CH3:24][C:20]1[CH:21]=[CH:22][CH:23]=[C:18]([N+:15]([O-:17])=[O:16])[C:19]=1[CH2:4][C:5]([OH:7])=[O:6]. (6) The product is: [CH2:14]([C:3]1([CH2:1][CH3:2])[O:7][B:6]([OH:8])[C:5]2[CH:9]=[CH:10][C:11]([CH:13]=[O:23])=[CH:12][C:4]1=2)[CH3:15]. Given the reactants [CH2:1]([C:3]1([CH2:14][CH3:15])[O:7][B:6]([OH:8])[C:5]2[CH:9]=[CH:10][C:11]([CH3:13])=[CH:12][C:4]1=2)[CH3:2].C(OOC(=O)C1C=CC=CC=1)(=[O:23])C1C=CC=CC=1.C1C(=O)N(Br)C(=O)C1.C([O-])([O-])=O.[Na+].[Na+].Cl, predict the reaction product. (7) Given the reactants CS(O[CH2:6][CH:7]([N:9]([C:11]1[NH:12][C:13](=[O:18])[N:14]=[C:15]([Cl:17])[CH:16]=1)[CH3:10])[CH3:8])(=O)=O.C([O-])([O-])=O.[K+].[K+], predict the reaction product. The product is: [Cl:17][C:15]1[CH:16]=[C:11]2[N:9]([CH3:10])[CH:7]([CH3:8])[CH2:6][N:12]2[C:13](=[O:18])[N:14]=1.